From a dataset of Forward reaction prediction with 1.9M reactions from USPTO patents (1976-2016). Predict the product of the given reaction. (1) Given the reactants [CH3:1][C:2]1[CH:3]=[CH:4][C:5]([SH:11])=[C:6]([CH:10]=1)[C:7]([OH:9])=O.[C:12]([C:14]1[CH:19]=[CH:18][CH:17]=[CH:16][N:15]=1)#[N:13], predict the reaction product. The product is: [CH3:1][C:2]1[CH:3]=[CH:4][C:5]2[S:11][C:12]([C:14]3[CH:19]=[CH:18][CH:17]=[CH:16][N:15]=3)=[N:13][C:7](=[O:9])[C:6]=2[CH:10]=1. (2) Given the reactants C(OC([N:8]1[CH2:17][C:16]([CH3:19])([CH3:18])[C:15]2[C:10](=[CH:11][C:12]([NH:20][C:21]([C:23]3[C:24]([NH:29][CH2:30][C:31]4[CH:36]=[CH:35][N:34]=[C:33]5[NH:37][CH:38]=[CH:39][C:32]=45)=[N:25][CH:26]=[CH:27][CH:28]=3)=[O:22])=[CH:13][CH:14]=2)[CH2:9]1)=O)(C)(C)C.Cl.C([O-])(O)=O.[Na+], predict the reaction product. The product is: [CH3:18][C:16]1([CH3:19])[C:15]2[C:10](=[CH:11][C:12]([NH:20][C:21](=[O:22])[C:23]3[CH:28]=[CH:27][CH:26]=[N:25][C:24]=3[NH:29][CH2:30][C:31]3[CH:36]=[CH:35][N:34]=[C:33]4[NH:37][CH:38]=[CH:39][C:32]=34)=[CH:13][CH:14]=2)[CH2:9][NH:8][CH2:17]1. (3) Given the reactants [F:1][C:2]1[CH:7]=[CH:6][C:5]([NH:8][C@@H:9]2[CH2:18][CH2:17][C@@H:16]([CH2:19][OH:20])[C@@H:15]3[C@:10]2([OH:21])[CH2:11][CH2:12][CH2:13][O:14]3)=[CH:4][CH:3]=1.[H-].[Na+].I[CH3:25].[NH4+].[Cl-], predict the reaction product. The product is: [F:1][C:2]1[CH:3]=[CH:4][C:5]([NH:8][C@@H:9]2[CH2:18][CH2:17][C@@H:16]([CH2:19][O:20][CH3:25])[C@@H:15]3[C@@:10]2([OH:21])[CH2:11][CH2:12][CH2:13][O:14]3)=[CH:6][CH:7]=1. (4) Given the reactants [Br:1][C:2]1[CH:12]=[C:11]2[C:5]([CH:6]3[CH2:14][CH:8]([N:9]=[C:10]2Cl)[CH2:7]3)=[CH:4][C:3]=1[F:15].[CH3:16][O:17][CH:18]([O:21][CH3:22])[CH2:19][NH2:20], predict the reaction product. The product is: [Br:1][C:2]1[CH:12]=[C:11]2[C:5]([CH:6]3[CH2:14][CH:8]([N:9]=[C:10]2[NH:20][CH2:19][CH:18]([O:21][CH3:22])[O:17][CH3:16])[CH2:7]3)=[CH:4][C:3]=1[F:15].